Dataset: Peptide-MHC class I binding affinity with 185,985 pairs from IEDB/IMGT. Task: Regression. Given a peptide amino acid sequence and an MHC pseudo amino acid sequence, predict their binding affinity value. This is MHC class I binding data. (1) The peptide sequence is MRDHTITLL. The MHC is HLA-B27:05 with pseudo-sequence HLA-B27:05. The binding affinity (normalized) is 0.635. (2) The peptide sequence is EAYCALLCK. The MHC is HLA-B39:01 with pseudo-sequence HLA-B39:01. The binding affinity (normalized) is 0.0847. (3) The peptide sequence is ILQRALFMHF. The MHC is Mamu-A02 with pseudo-sequence Mamu-A02. The binding affinity (normalized) is 0.338. (4) The MHC is Mamu-B03 with pseudo-sequence Mamu-B03. The binding affinity (normalized) is 0.661. The peptide sequence is IRQLIRLLTWL. (5) The peptide sequence is ALPGPDGVV. The MHC is HLA-A02:16 with pseudo-sequence HLA-A02:16. The binding affinity (normalized) is 0.532. (6) The MHC is HLA-B08:01 with pseudo-sequence HLA-B08:01. The peptide sequence is TMHQDVATF. The binding affinity (normalized) is 0.213. (7) The peptide sequence is GSLFTEQAF. The MHC is HLA-B15:01 with pseudo-sequence HLA-B15:01. The binding affinity (normalized) is 0.197. (8) The peptide sequence is KNWMTQTLL. The MHC is HLA-A02:01 with pseudo-sequence HLA-A02:01. The binding affinity (normalized) is 0.298. (9) The peptide sequence is IALGVATAH. The MHC is HLA-A11:01 with pseudo-sequence HLA-A11:01. The binding affinity (normalized) is 0.142.